This data is from Peptide-MHC class I binding affinity with 185,985 pairs from IEDB/IMGT. The task is: Regression. Given a peptide amino acid sequence and an MHC pseudo amino acid sequence, predict their binding affinity value. This is MHC class I binding data. The peptide sequence is RAALQGGGP. The MHC is HLA-B27:05 with pseudo-sequence HLA-B27:05. The binding affinity (normalized) is 0.202.